This data is from Reaction yield outcomes from USPTO patents with 853,638 reactions. The task is: Predict the reaction yield, written as a fraction of the theoretical maximum amount of product (1.0 means a 100% yield; for example, 0.34 means a 34% yield). (1) The reactants are Br[CH:2]([C:4]1[CH:5]=[CH:6][C:7]([F:10])=[N:8][CH:9]=1)[CH3:3].[CH3:11][C@@H:12]1[NH:17][CH2:16][CH2:15][N:14]([C:18]([O:20][C:21]([CH3:24])([CH3:23])[CH3:22])=[O:19])[CH2:13]1.C([O-])([O-])=O.[K+].[K+]. The catalyst is C(#N)C. The product is [F:10][C:7]1[N:8]=[CH:9][C:4]([C@H:2]([N:17]2[CH2:16][CH2:15][N:14]([C:18]([O:20][C:21]([CH3:24])([CH3:23])[CH3:22])=[O:19])[CH2:13][C@@H:12]2[CH3:11])[CH3:3])=[CH:5][CH:6]=1. The yield is 0.354. (2) The reactants are Cl.[NH2:2][C@H:3]([C:5]1[C:6](=[O:17])[NH:7][C:8]2[C:13]([CH:14]=1)=[CH:12][C:11]([Cl:15])=[CH:10][C:9]=2[F:16])[CH3:4].F[C:19]1[C:24](=[O:25])[N:23]([CH3:26])[C:22]([C:27]#[N:28])=[CH:21][CH:20]=1.CCN(C(C)C)C(C)C.O. The catalyst is CS(C)=O. The product is [Cl:15][C:11]1[CH:12]=[C:13]2[C:8](=[C:9]([F:16])[CH:10]=1)[NH:7][C:6](=[O:17])[C:5]([C@@H:3]([NH:2][C:19]1[C:24](=[O:25])[N:23]([CH3:26])[C:22]([C:27]#[N:28])=[CH:21][CH:20]=1)[CH3:4])=[CH:14]2. The yield is 0.503. (3) The reactants are [N+:1]([C:4]1[CH:9]=[CH:8][C:7](/[CH:10]=[CH:11]/[C:12]2[CH:17]=[CH:16][C:15]([N+:18]([O-])=O)=[CH:14][CH:13]=2)=[CH:6][CH:5]=1)([O-])=O.Cl[Sn]Cl.[OH-].[Na+]. The catalyst is C1COCC1.Cl. The product is [NH2:1][C:4]1[CH:5]=[CH:6][C:7](/[CH:10]=[CH:11]/[C:12]2[CH:13]=[CH:14][C:15]([NH2:18])=[CH:16][CH:17]=2)=[CH:8][CH:9]=1. The yield is 0.400. (4) The reactants are [CH2:1]([O:3][C:4]1[C:12]([CH:13]([CH3:15])[CH3:14])=[CH:11][CH:10]=[CH:9][C:5]=1[CH2:6]CN)[CH3:2].[CH:16]([N:19](C(C)C)CC)(C)C.Cl.[O:26]=[C:27]1[NH:36][C:35]2[N:34]=[CH:33][C:32](/[CH:37]=[CH:38]/[C:39]([OH:41])=O)=[CH:31][C:30]=2[CH2:29][CH2:28]1.O.ON1C2C=CC=CC=2N=N1.Cl.CN(C)CCCN=C=NCC. The catalyst is CN(C=O)C.O. The product is [CH2:1]([O:3][C:4]1[C:12]([CH:13]([CH3:14])[CH3:15])=[CH:11][CH:10]=[CH:9][C:5]=1[CH2:6][N:19]([CH3:16])[C:39](=[O:41])/[CH:38]=[CH:37]/[C:32]1[CH:33]=[N:34][C:35]2[NH:36][C:27](=[O:26])[CH2:28][CH2:29][C:30]=2[CH:31]=1)[CH3:2]. The yield is 0.520. (5) The reactants are [NH2:1][C:2]1[C:7]2[C:8]([C:11]3[CH:16]=[CH:15][C:14]([NH:17][C:18]([C:20]4[N:21]([CH3:29])[C:22]5[C:27]([CH:28]=4)=[CH:26][CH:25]=[CH:24][CH:23]=5)=[O:19])=[C:13]([O:30][CH3:31])[CH:12]=3)=[CH:9][S:10][C:6]=2[C:5]([C:32]#[C:33][CH2:34][NH:35][CH:36]2[CH2:45][CH2:44][C:39]3(OCC[O:40]3)[CH2:38][CH2:37]2)=[CH:4][N:3]=1.Cl.C(=O)([O-])[O-].[Na+].[Na+].O. The catalyst is CC(C)=O.C(OCC)(=O)C. The product is [NH2:1][C:2]1[C:7]2[C:8]([C:11]3[CH:16]=[CH:15][C:14]([NH:17][C:18]([C:20]4[N:21]([CH3:29])[C:22]5[C:27]([CH:28]=4)=[CH:26][CH:25]=[CH:24][CH:23]=5)=[O:19])=[C:13]([O:30][CH3:31])[CH:12]=3)=[CH:9][S:10][C:6]=2[C:5]([C:32]#[C:33][CH2:34][NH:35][CH:36]2[CH2:37][CH2:38][C:39](=[O:40])[CH2:44][CH2:45]2)=[CH:4][N:3]=1. The yield is 0.410.